From a dataset of Forward reaction prediction with 1.9M reactions from USPTO patents (1976-2016). Predict the product of the given reaction. (1) Given the reactants [CH:1]12[CH2:7][CH:4]([CH2:5][CH2:6]1)[CH:3]1[C:8](=[O:12])[NH:9][C:10](=[O:11])[CH:2]21.[CH2:13](Br)[C:14]#[CH:15].C([O-])([O-])=O.[K+].[K+], predict the reaction product. The product is: [CH2:15]([N:9]1[C:10](=[O:11])[CH:2]2[CH:3]([CH:4]3[CH2:7][CH:1]2[CH2:6][CH2:5]3)[C:8]1=[O:12])[C:14]#[CH:13]. (2) Given the reactants [CH2:1]([O:5][CH2:6][CH2:7][O:8][C:9]1[CH:14]=[CH:13][C:12]([C:15]2[CH:16]=[CH:17][C:18]3[N:24]([CH2:25][CH:26]([CH3:28])[CH3:27])[CH2:23][CH2:22][C:21]([C:29]([NH:31][C:32]4[CH:37]=[CH:36][C:35]([S:38][CH2:39][C:40]5[N:44]([CH2:45][CH2:46][CH3:47])[CH:43]=[N:42][N:41]=5)=[C:34]([CH3:48])[CH:33]=4)=[O:30])=[CH:20][C:19]=3[CH:49]=2)=[CH:11][CH:10]=1)[CH2:2][CH2:3][CH3:4].ClC1C=CC=C(C(OO)=[O:58])C=1.S([O-])([O-])(=O)=S.[Na+].[Na+], predict the reaction product. The product is: [CH2:1]([O:5][CH2:6][CH2:7][O:8][C:9]1[CH:14]=[CH:13][C:12]([C:15]2[CH:16]=[CH:17][C:18]3[N:24]([CH2:25][CH:26]([CH3:27])[CH3:28])[CH2:23][CH2:22][C:21]([C:29]([NH:31][C:32]4[CH:37]=[CH:36][C:35]([S:38]([CH2:39][C:40]5[N:44]([CH2:45][CH2:46][CH3:47])[CH:43]=[N:42][N:41]=5)=[O:58])=[C:34]([CH3:48])[CH:33]=4)=[O:30])=[CH:20][C:19]=3[CH:49]=2)=[CH:11][CH:10]=1)[CH2:2][CH2:3][CH3:4]. (3) Given the reactants [NH2:1][C:2]1[CH:7]=[CH:6][N:5]=[CH:4][CH:3]=1.Cl[C:9]([O:11][CH2:12][CH3:13])=[O:10], predict the reaction product. The product is: [CH2:12]([O:11][C:9]([NH:1][C:2]1[CH:7]=[CH:6][N:5]=[CH:4][CH:3]=1)=[O:10])[CH3:13]. (4) Given the reactants CON(C)[C:4]([C:6]1[C:7]([NH2:15])=[N:8][C:9]([S:12][CH2:13]C)=[N:10][CH:11]=1)=[O:5].Br[C:18]1[CH:23]=[C:22]([F:24])[CH:21]=[CH:20][C:19]=1[CH2:25][CH3:26], predict the reaction product. The product is: [NH2:15][C:7]1[C:6]([C:4]([C:18]2[CH:23]=[C:22]([F:24])[CH:21]=[CH:20][C:19]=2[CH2:25][CH3:26])=[O:5])=[CH:11][N:10]=[C:9]([S:12][CH3:13])[N:8]=1. (5) The product is: [F:22][C:23]1[CH:31]=[C:30]2[C:26]([C:27]([C:2]3[CH:3]=[CH:4][C:5]4[S:9](=[O:11])(=[O:10])[N:8]([CH2:12][CH2:13][N:14]5[CH2:18][CH2:17][O:16][C:15]5=[O:19])[CH:7]([CH3:20])[C:6]=4[CH:21]=3)=[CH:28][N:29]2[C:32]([O:34][C:35]([CH3:38])([CH3:37])[CH3:36])=[O:33])=[CH:25][CH:24]=1. Given the reactants Br[C:2]1[CH:3]=[CH:4][C:5]2[S:9](=[O:11])(=[O:10])[N:8]([CH2:12][CH2:13][N:14]3[CH2:18][CH2:17][O:16][C:15]3=[O:19])[CH:7]([CH3:20])[C:6]=2[CH:21]=1.[F:22][C:23]1[CH:31]=[C:30]2[C:26]([C:27](B3OC(C)(C)C(C)(C)O3)=[CH:28][N:29]2[C:32]([O:34][C:35]([CH3:38])([CH3:37])[CH3:36])=[O:33])=[CH:25][CH:24]=1.[O-]P([O-])([O-])=O.[K+].[K+].[K+], predict the reaction product. (6) Given the reactants [C:1]([O:5][C:6](=[O:29])[NH:7][C:8]1[CH:13]=[CH:12][CH:11]=[CH:10][C:9]=1[NH:14][C:15](=[O:28])[C:16]1[CH:21]=[CH:20][C:19]([CH:22]([N:25]=[N+]=[N-])[CH2:23][OH:24])=[CH:18][CH:17]=1)([CH3:4])([CH3:3])[CH3:2], predict the reaction product. The product is: [C:1]([O:5][C:6](=[O:29])[NH:7][C:8]1[CH:13]=[CH:12][CH:11]=[CH:10][C:9]=1[NH:14][C:15](=[O:28])[C:16]1[CH:17]=[CH:18][C:19]([CH:22]([NH2:25])[CH2:23][OH:24])=[CH:20][CH:21]=1)([CH3:4])([CH3:2])[CH3:3]. (7) Given the reactants [C:1]1([CH:7]([S:13][C:14]2[CH:19]=[CH:18][C:17]([C:20]([F:23])([F:22])[F:21])=[CH:16][CH:15]=2)[CH2:8][CH2:9][CH2:10][CH2:11][NH2:12])[CH:6]=[CH:5][CH:4]=[CH:3][CH:2]=1.I([O-])(=O)(=O)=[O:25].[Na+], predict the reaction product. The product is: [C:1]1([CH:7]([S:13]([C:14]2[CH:15]=[CH:16][C:17]([C:20]([F:23])([F:21])[F:22])=[CH:18][CH:19]=2)=[O:25])[CH2:8][CH2:9][CH2:10][CH2:11][NH2:12])[CH:6]=[CH:5][CH:4]=[CH:3][CH:2]=1.